Dataset: HIV replication inhibition screening data with 41,000+ compounds from the AIDS Antiviral Screen. Task: Binary Classification. Given a drug SMILES string, predict its activity (active/inactive) in a high-throughput screening assay against a specified biological target. The compound is COC(=O)N1CC2CCCC(C2)c2ccccc21. The result is 0 (inactive).